From a dataset of Forward reaction prediction with 1.9M reactions from USPTO patents (1976-2016). Predict the product of the given reaction. (1) Given the reactants [F:1][C:2]([F:15])([F:14])[C:3]1[CH:12]=[C:11]2[C:6]([CH:7]=[CH:8][N:9]=[C:10]2[NH2:13])=[CH:5][CH:4]=1.Cl[C:17]([O:19][CH2:20][C:21]1[CH:26]=[CH:25][CH:24]=[CH:23][CH:22]=1)=[O:18].CN1CCOCC1, predict the reaction product. The product is: [F:15][C:2]([F:1])([F:14])[C:3]1[CH:12]=[C:11]2[C:6]([CH:7]=[CH:8][N:9]=[C:10]2[NH:13][C:17](=[O:18])[O:19][CH2:20][C:21]2[CH:26]=[CH:25][CH:24]=[CH:23][CH:22]=2)=[CH:5][CH:4]=1. (2) Given the reactants C[O:2][C:3]1[CH:12]=[C:11]2[C:6]([CH2:7][CH2:8][CH:9]([C:13]([O:15]C)=[O:14])[CH2:10]2)=[CH:5][CH:4]=1.OC1C=C2C(C=CC(C(O)=O)=C2)=CC=1, predict the reaction product. The product is: [OH:2][C:3]1[CH:12]=[C:11]2[C:6]([CH2:7][CH2:8][CH:9]([C:13]([OH:15])=[O:14])[CH2:10]2)=[CH:5][CH:4]=1. (3) Given the reactants [Cl:1][C:2]1[CH:7]=[C:6]2[NH:8][C:9](=[O:45])[C@@:10]3([C@H:14]([CH2:15][C@H:16]([CH3:21])[C:17]([F:20])([F:19])[F:18])[NH:13][C@@H:12]([C:22]([NH:24][C:25]4[CH:34]=[CH:33][C:28]([C:29]([O:31]C)=[O:30])=[CH:27][C:26]=4[O:35][CH3:36])=[O:23])[C@@H:11]3[C:37]3[CH:42]=[CH:41][CH:40]=[C:39]([Cl:43])[C:38]=3[F:44])[C:5]2=[CH:4][CH:3]=1.O.[OH-].[Na+], predict the reaction product. The product is: [Cl:1][C:2]1[CH:7]=[C:6]2[NH:8][C:9](=[O:45])[C@@:10]3([C@H:14]([CH2:15][C@H:16]([CH3:21])[C:17]([F:18])([F:19])[F:20])[NH:13][C@@H:12]([C:22]([NH:24][C:25]4[CH:34]=[CH:33][C:28]([C:29]([OH:31])=[O:30])=[CH:27][C:26]=4[O:35][CH3:36])=[O:23])[C@@H:11]3[C:37]3[CH:42]=[CH:41][CH:40]=[C:39]([Cl:43])[C:38]=3[F:44])[C:5]2=[CH:4][CH:3]=1. (4) Given the reactants [O:1]=[C:2]1[CH2:6][CH2:5][CH2:4][N:3]1[CH2:7][CH:8]=O.[NH2:10][C:11]1[C:12]([C:25]([O:27][CH2:28][CH3:29])=[O:26])=[N:13][CH:14]=[C:15]([CH2:17][C:18]2[CH:23]=[CH:22][C:21]([F:24])=[CH:20][CH:19]=2)[CH:16]=1.C(O[BH-](OC(=O)C)OC(=O)C)(=O)C.[Na+], predict the reaction product. The product is: [F:24][C:21]1[CH:22]=[CH:23][C:18]([CH2:17][C:15]2[CH:16]=[C:11]([NH:10][CH2:8][CH2:7][N:3]3[CH2:4][CH2:5][CH2:6][C:2]3=[O:1])[C:12]([C:25]([O:27][CH2:28][CH3:29])=[O:26])=[N:13][CH:14]=2)=[CH:19][CH:20]=1. (5) Given the reactants [CH:1]1([C:4]2[NH:8][C:7]3[CH:9]=[C:10]([C:14]4[C:15]([CH3:20])=[N:16][O:17][C:18]=4[CH3:19])[CH:11]=[C:12](I)[C:6]=3[N:5]=2)[CH2:3][CH2:2]1.CC1(C)C(C)(C)OB([C:29]2[CH:34]=[CH:33][C:32]([OH:35])=[CH:31][CH:30]=2)O1, predict the reaction product. The product is: [CH:1]1([C:4]2[NH:8][C:7]3[CH:9]=[C:10]([C:14]4[C:15]([CH3:20])=[N:16][O:17][C:18]=4[CH3:19])[CH:11]=[C:12]([C:29]4[CH:34]=[CH:33][C:32]([OH:35])=[CH:31][CH:30]=4)[C:6]=3[N:5]=2)[CH2:3][CH2:2]1.